From a dataset of Forward reaction prediction with 1.9M reactions from USPTO patents (1976-2016). Predict the product of the given reaction. Given the reactants Cl.N[C@H]1CCCC[C@H]1CNCCO.[F:14][C:15]1[CH:20]=[C:19]([F:21])[CH:18]=[CH:17][C:16]=1[CH2:22][NH:23][C:24]([C:26]1[C:27](=[O:56])[C:28]([O:48]CC2C=CC=CC=2)=[C:29]2[C:45](=[O:46])[N:33]3[CH:34]4[CH:39]([CH2:40][N:41]([CH2:42][CH2:43][OH:44])[CH:32]3[CH2:31][N:30]2[CH:47]=1)[CH2:38][CH2:37][CH2:36][CH2:35]4)=[O:25], predict the reaction product. The product is: [F:14][C:15]1[CH:20]=[C:19]([F:21])[CH:18]=[CH:17][C:16]=1[CH2:22][NH:23][C:24]([C:26]1[C:27](=[O:56])[C:28]([OH:48])=[C:29]2[C:45](=[O:46])[N:33]3[CH:34]4[CH:39]([CH2:40][N:41]([CH2:42][CH2:43][OH:44])[CH:32]3[CH2:31][N:30]2[CH:47]=1)[CH2:38][CH2:37][CH2:36][CH2:35]4)=[O:25].